Predict the product of the given reaction. From a dataset of Forward reaction prediction with 1.9M reactions from USPTO patents (1976-2016). (1) The product is: [Cl:37][C:33]1[CH:34]=[C:35]2[C:30](=[CH:31][CH:32]=1)[NH:29][C:28]([S:25]([N:22]1[CH2:23][CH2:24][N:19]([C:17]([C:15]3[S:14][C:11]4[CH2:12][NH:13][CH:8]([S:25]([CH3:28])(=[O:27])=[O:26])[CH2:9][C:10]=4[N:16]=3)=[O:18])[CH:20]([CH2:38][C:39]([N:41]3[CH2:42][CH2:43][O:44][CH2:45][CH2:46]3)=[O:40])[CH2:21]1)(=[O:26])=[O:27])=[CH:36]2. Given the reactants C(OC([CH:8]1[NH:13][CH2:12][C:11]2[S:14][C:15]([C:17]([N:19]3[CH2:24][CH2:23][N:22]([S:25]([C:28]4[NH:29][C:30]5[C:35]([CH:36]=4)=[CH:34][C:33]([Cl:37])=[CH:32][CH:31]=5)(=[O:27])=[O:26])[CH2:21][CH:20]3[CH2:38][C:39]([N:41]3[CH2:46][CH2:45][O:44][CH2:43][CH2:42]3)=[O:40])=[O:18])=[N:16][C:10]=2[CH2:9]1)=O)(C)(C)C.FC(F)(F)C(O)=O.C(=O)(O)[O-].[Na+].CCOCC, predict the reaction product. (2) Given the reactants [CH:1](=[C:8]1/[O:9][C:10]2[CH:17]=[C:16]([O:18]C)[CH:15]=[C:14]([O:20]C)[C:11]=2[C:12]/1=[O:13])/[C:2]1[CH:7]=[CH:6][CH:5]=[CH:4][CH:3]=1.B(Br)(Br)Br.O, predict the reaction product. The product is: [CH:1](=[C:8]1/[O:9][C:10]2[CH:17]=[C:16]([OH:18])[CH:15]=[C:14]([OH:20])[C:11]=2[C:12]/1=[O:13])/[C:2]1[CH:3]=[CH:4][CH:5]=[CH:6][CH:7]=1. (3) Given the reactants [C:1]([N:8]([CH3:28])[CH:9]1[CH2:14][CH2:13][CH:12]([NH:15][CH2:16][C:17]2[CH:18]=[C:19](B(O)O)[CH:20]=[CH:21][C:22]=2[O:23][CH3:24])[CH2:11][CH2:10]1)([O:3][C:4]([CH3:7])([CH3:6])[CH3:5])=[O:2].Br[C:30]1[CH:35]=[CH:34][C:33]([CH2:36][S:37]([CH3:40])(=[O:39])=[O:38])=[CH:32][CH:31]=1, predict the reaction product. The product is: [CH3:40][S:37]([CH2:36][C:33]1[CH:34]=[CH:35][C:30]([C:19]2[CH:20]=[CH:21][C:22]([O:23][CH3:24])=[C:17]([CH2:16][NH:15][CH:12]3[CH2:13][CH2:14][CH:9]([N:8]([CH3:28])[C:1](=[O:2])[O:3][C:4]([CH3:7])([CH3:6])[CH3:5])[CH2:10][CH2:11]3)[CH:18]=2)=[CH:31][CH:32]=1)(=[O:38])=[O:39]. (4) Given the reactants [O:1]([C:8]1[CH:9]=[C:10]([CH:12]=[CH:13][CH:14]=1)[NH2:11])[C:2]1[CH:7]=[CH:6][CH:5]=[CH:4][CH:3]=1.[C:15]([O:19][C:20]([N:22]1[CH2:28][CH2:27][CH2:26][C@@H:23]1[CH:24]=O)=[O:21])([CH3:18])([CH3:17])[CH3:16].[C:29](O[BH-](OC(=O)C)OC(=O)C)(=O)[CH3:30].[Na+].C(=O)C.C([BH3-])#N.[Na+].C([O-])(=O)C.[NH4+], predict the reaction product. The product is: [C:15]([O:19][C:20]([N:22]1[CH2:28][CH2:27][CH2:26][C@@H:23]1[CH2:24][N:11]([CH2:29][CH3:30])[C:10]1[CH:12]=[CH:13][CH:14]=[C:8]([O:1][C:2]2[CH:3]=[CH:4][CH:5]=[CH:6][CH:7]=2)[CH:9]=1)=[O:21])([CH3:18])([CH3:17])[CH3:16]. (5) The product is: [ClH:19].[F:1][C:2]([F:9])([F:8])[C:3]([CH3:7])([CH3:6])[C:4]([NH2:18])=[NH:5]. Given the reactants [F:1][C:2]([F:9])([F:8])[C:3]([CH3:7])([CH3:6])[C:4]#[N:5].C[O-].[Na+].[Na].C(O)(=O)C.[NH4+:18].[Cl-:19], predict the reaction product. (6) Given the reactants [F:1][C:2]1[C:18]([F:19])=[CH:17][CH:16]=[CH:15][C:3]=1[CH2:4][O:5][C@@H:6]([C@@H:11]([CH3:14])[CH2:12][CH3:13])[C:7](OC)=[O:8], predict the reaction product. The product is: [F:1][C:2]1[C:18]([F:19])=[CH:17][CH:16]=[CH:15][C:3]=1[CH2:4][O:5][C@@H:6]([C@@H:11]([CH3:14])[CH2:12][CH3:13])[CH:7]=[O:8]. (7) Given the reactants [OH:1][CH2:2][CH2:3][CH2:4][CH2:5][CH2:6][C:7]([O-:9])=[O:8].[K+:10].[OH-].[K+].C1(=O)OCCCCC1, predict the reaction product. The product is: [OH:1][CH2:2][CH2:3][CH2:4][CH2:5][CH2:6][C:7]([O-:9])=[O:8].[K+:10].